From a dataset of Reaction yield outcomes from USPTO patents with 853,638 reactions. Predict the reaction yield, written as a fraction of the theoretical maximum amount of product (1.0 means a 100% yield; for example, 0.34 means a 34% yield). (1) The reactants are [C:1]([O:5][C:6]([C:8]1[CH:13]=[CH:12][C:11]([N:14]([CH2:26][C:27]2[S:31][CH:30]=[N:29][CH:28]=2)[C:15]2[CH:23]=[CH:22][C:18]([C:19]([OH:21])=O)=[C:17]([O:24][CH3:25])[CH:16]=2)=[CH:10][CH:9]=1)=[O:7])([CH3:4])([CH3:3])[CH3:2].C(Cl)(=O)C(Cl)=O.[NH4+:38].[OH-]. The catalyst is ClCCl.CN(C=O)C.C1COCC1.CCOC(C)=O. The product is [C:1]([O:5][C:6](=[O:7])[C:8]1[CH:9]=[CH:10][C:11]([N:14]([C:15]2[CH:23]=[CH:22][C:18]([C:19](=[O:21])[NH2:38])=[C:17]([O:24][CH3:25])[CH:16]=2)[CH2:26][C:27]2[S:31][CH:30]=[N:29][CH:28]=2)=[CH:12][CH:13]=1)([CH3:4])([CH3:3])[CH3:2]. The yield is 0.800. (2) The reactants are [CH3:1][N:2]1[CH2:6][CH2:5][CH2:4][C:3]1=O.Cl[C:9]1[N:10]([CH2:31][C:32]([F:35])([F:34])[F:33])[C:11]2[C:16]([N:17]=1)=[C:15]([N:18]1[CH2:23][CH2:22][O:21][CH2:20][CH2:19]1)[N:14]=[C:13]([C:24]1[CH:25]=[N:26][C:27]([NH2:30])=[N:28][CH:29]=1)[N:12]=2.[CH:36]([N:39](C(C)C)CC)(C)C. The catalyst is C(Cl)Cl.CO. The product is [CH2:4]1[C:5]2([CH2:6][N:2]([C:9]3[N:10]([CH2:31][C:32]([F:35])([F:34])[F:33])[C:11]4[C:16]([N:17]=3)=[C:15]([N:18]3[CH2:19][CH2:20][O:21][CH2:22][CH2:23]3)[N:14]=[C:13]([C:24]3[CH:29]=[N:28][C:27]([NH2:30])=[N:26][CH:25]=3)[N:12]=4)[CH2:1][CH2:36][NH:39]2)[CH2:3]1. The yield is 0.260. (3) The reactants are C(Cl)(=O)C(Cl)=O.[CH3:7][N:8]1[CH2:13][CH2:12][N:11]([S:14]([NH:17][C:18]2[CH:25]=[CH:24][C:21]([CH2:22][OH:23])=[CH:20][CH:19]=2)(=[O:16])=[O:15])[CH2:10][CH2:9]1.C(N(CC)CC)C. The catalyst is C(Cl)Cl.CS(C)=O. The product is [CH3:7][N:8]1[CH2:13][CH2:12][N:11]([S:14]([NH:17][C:18]2[CH:25]=[CH:24][C:21]([CH:22]=[O:23])=[CH:20][CH:19]=2)(=[O:15])=[O:16])[CH2:10][CH2:9]1. The yield is 0.330. (4) The reactants are C(C1(CC)[O:7][C@@H:6]2[CH:8]=[CH:9][C@@H:10]([N:11]3[C:19]4[CH:18]=[CH:17][N:16]=[C:15]([NH2:20])[C:14]=4[N:13]=[CH:12]3)[C@@H:5]2[O:4]1)C.Cl.O. The catalyst is CO. The product is [NH2:20][C:15]1[C:14]2[N:13]=[CH:12][N:11]([C@H:10]3[C@H:5]([OH:4])[C@H:6]([OH:7])[CH:8]=[CH:9]3)[C:19]=2[CH:18]=[CH:17][N:16]=1. The yield is 0.950. (5) The reactants are Cl[CH2:2][C:3]([N:5]1[CH2:10][CH2:9][N:8]([CH2:11][C@:12]2([CH3:23])[O:16][C:15]3=[N:17][C:18]([N+:20]([O-:22])=[O:21])=[CH:19][N:14]3[CH2:13]2)[CH2:7][CH2:6]1)=[O:4].[Cl:24][C:25]1[CH:30]=[CH:29][C:28]([OH:31])=[CH:27][CH:26]=1.C(=O)([O-])[O-].[K+].[K+].CN(C=O)C. The catalyst is O. The product is [Cl:24][C:25]1[CH:30]=[CH:29][C:28]([O:31][CH2:2][C:3]([N:5]2[CH2:10][CH2:9][N:8]([CH2:11][C@:12]3([CH3:23])[O:16][C:15]4=[N:17][C:18]([N+:20]([O-:22])=[O:21])=[CH:19][N:14]4[CH2:13]3)[CH2:7][CH2:6]2)=[O:4])=[CH:27][CH:26]=1. The yield is 0.680. (6) The reactants are [Si:1]([O:8][C:9]1[CH:10]=[C:11]([OH:15])[CH:12]=[CH:13][CH:14]=1)([C:4]([CH3:7])([CH3:6])[CH3:5])([CH3:3])[CH3:2].N1C2C(=CC=CC=2O)C=CC=1.P([O-])([O-])([O-])=O.[K+].[K+].[K+].[NH2:35][C:36]1[C:47](Br)=[CH:46][C:39]2[N:40]([CH3:45])[C:41](=[O:44])[N:42]([CH3:43])[C:38]=2[CH:37]=1. The catalyst is COCCOCCOC.[Cu]Cl. The product is [NH2:35][C:36]1[C:47]([O:15][C:11]2[CH:12]=[CH:13][CH:14]=[C:9]([O:8][Si:1]([C:4]([CH3:7])([CH3:6])[CH3:5])([CH3:3])[CH3:2])[CH:10]=2)=[CH:46][C:39]2[N:40]([CH3:45])[C:41](=[O:44])[N:42]([CH3:43])[C:38]=2[CH:37]=1. The yield is 0.630. (7) The reactants are C[O:2][C:3]([C:5]1[S:6][C:7]([C:11]([C:16]2[CH:21]=[CH:20][C:19]([O:22][Si:23]([C:26]([CH3:29])([CH3:28])[CH3:27])([CH3:25])[CH3:24])=[C:18]([CH3:30])[CH:17]=2)([CH2:14][CH3:15])[CH2:12][CH3:13])=[CH:8][C:9]=1[CH3:10])=O.[H-].[Al+3].[Li+].[H-].[H-].[H-]. The catalyst is C1COCC1. The product is [C:26]([Si:23]([CH3:25])([CH3:24])[O:22][C:19]1[CH:20]=[CH:21][C:16]([C:11]([C:7]2[S:6][C:5]([CH2:3][OH:2])=[C:9]([CH3:10])[CH:8]=2)([CH2:14][CH3:15])[CH2:12][CH3:13])=[CH:17][C:18]=1[CH3:30])([CH3:28])([CH3:27])[CH3:29]. The yield is 0.750. (8) The reactants are O[C:2]1[CH:10]=[CH:9][CH:8]=[C:7]2[C:3]=1[CH2:4][NH:5][C:6]2=[O:11].[N+](C1C=C(C=CC=1)C(Cl)=O)([O-])=O. The catalyst is C(Cl)Cl.C(N(CC)CC)C. The product is [C:6]1(=[O:11])[C:7]2[C:3](=[CH:2][CH:10]=[CH:9][CH:8]=2)[CH2:4][NH:5]1. The yield is 0.280. (9) The reactants are [N:1]1[C:10]2[C:5](=[CH:6][N:7]=[CH:8][CH:9]=2)[CH:4]=[CH:3][C:2]=1[C:11]([OH:13])=O.O.ON1C2C=CC=CC=2N=N1.[CH2:25]([O:27][C:28]1[CH:35]=[CH:34][CH:33]=[CH:32][C:29]=1[CH2:30][NH2:31])[CH3:26].CCCCCC.C(OCC)(=O)C. The catalyst is CN(C=O)C.C(OCC)(=O)C. The product is [CH2:25]([O:27][C:28]1[CH:35]=[CH:34][CH:33]=[CH:32][C:29]=1[CH2:30][NH:31][C:11]([C:2]1[CH:3]=[CH:4][C:5]2[C:10](=[CH:9][CH:8]=[N:7][CH:6]=2)[N:1]=1)=[O:13])[CH3:26]. The yield is 0.960.